This data is from Catalyst prediction with 721,799 reactions and 888 catalyst types from USPTO. The task is: Predict which catalyst facilitates the given reaction. Reactant: FC(F)(C1C=CC=CN=1)C[N:4]([C:15]([O:17][C:18]([CH3:21])([CH3:20])[CH3:19])=[O:16])[C:5]1[N:10]=[C:9]([CH2:11]C(O)=O)[CH:8]=[CH:7][CH:6]=1.[Cl:29]N1C(=O)CCC1=O. Product: [CH3:11][C:9]1[C:8]([Cl:29])=[CH:7][CH:6]=[C:5]([NH:4][C:15]([O:17][C:18]([CH3:21])([CH3:20])[CH3:19])=[O:16])[N:10]=1. The catalyst class is: 68.